Dataset: Kir2.1 potassium channel HTS with 301,493 compounds. Task: Binary Classification. Given a drug SMILES string, predict its activity (active/inactive) in a high-throughput screening assay against a specified biological target. (1) The drug is O=C1NCCN(C1CC(=O)NCCCC1CCCC1)Cc1c(OC)c(OC)ccc1. The result is 0 (inactive). (2) The molecule is S(=O)(=O)(N1CCOCC1)c1ccc(cc1)C(=O)Nc1scc(n1)c1ccncc1. The result is 0 (inactive).